This data is from Reaction yield outcomes from USPTO patents with 853,638 reactions. The task is: Predict the reaction yield, written as a fraction of the theoretical maximum amount of product (1.0 means a 100% yield; for example, 0.34 means a 34% yield). (1) The reactants are Br[C:2]1[CH:7]=[CH:6][C:5]([C:8]2[N:12]([CH2:13][C@@H:14]3[CH2:18][CH2:17][N:16]([C:19]([CH:21]4[CH2:23][CH2:22]4)=[O:20])[CH2:15]3)[CH:11]=[N:10][N:9]=2)=[C:4]([F:24])[CH:3]=1.CC1(C)C(C)(C)OB([C:33]2[CH:34]=[CH:35][C:36]3[O:40][CH:39]=[CH:38][C:37]=3[CH:41]=2)O1.[O-]S([O-])(=O)=O.[Na+].[Na+]. The catalyst is O1CCOCC1.C([O-])([O-])=O.[K+].[K+].C1C=CC(P(C2C=CC=CC=2)[C-]2C=CC=C2)=CC=1.C1C=CC(P(C2C=CC=CC=2)[C-]2C=CC=C2)=CC=1.Cl[Pd]Cl.[Fe+2]. The product is [O:40]1[C:36]2[CH:35]=[CH:34][C:33]([C:2]3[CH:7]=[CH:6][C:5]([C:8]4[N:12]([CH2:13][C@@H:14]5[CH2:18][CH2:17][N:16]([C:19]([CH:21]6[CH2:23][CH2:22]6)=[O:20])[CH2:15]5)[CH:11]=[N:10][N:9]=4)=[C:4]([F:24])[CH:3]=3)=[CH:41][C:37]=2[CH:38]=[CH:39]1. The yield is 0.330. (2) The reactants are Br[CH2:2][C:3]1[CH:8]=[CH:7][C:6]([O:9][C:10]([F:13])([F:12])[F:11])=[CH:5][CH:4]=1.[C-:14]#[N:15].[K+]. The catalyst is CCO.O. The product is [F:11][C:10]([F:13])([F:12])[O:9][C:6]1[CH:7]=[CH:8][C:3]([CH2:2][C:14]#[N:15])=[CH:4][CH:5]=1. The yield is 0.630. (3) The reactants are [CH:1]12[NH:8][CH:5]([CH2:6][CH2:7]1)[CH2:4][CH:3]([NH:9][C:10]1[C:19]3[C:14](=[CH:15][CH:16]=[C:17]([Cl:20])[CH:18]=3)[N:13]([CH2:21][C:22]([F:25])([F:24])[F:23])[C:12](=[O:26])[N:11]=1)[CH2:2]2.C(N(CC)CC)C.Cl[CH2:35][C:36]1[CH:44]=[CH:43][C:39]2[O:40][CH2:41][O:42][C:38]=2[CH:37]=1. The catalyst is CN(C=O)C. The product is [O:40]1[C:39]2[CH:43]=[CH:44][C:36]([CH2:35][N:8]3[CH:5]4[CH2:6][CH2:7][CH:1]3[CH2:2][CH:3]([NH:9][C:10]3[C:19]5[C:14](=[CH:15][CH:16]=[C:17]([Cl:20])[CH:18]=5)[N:13]([CH2:21][C:22]([F:24])([F:25])[F:23])[C:12](=[O:26])[N:11]=3)[CH2:4]4)=[CH:37][C:38]=2[O:42][CH2:41]1. The yield is 0.600.